Dataset: Peptide-MHC class II binding affinity with 134,281 pairs from IEDB. Task: Regression. Given a peptide amino acid sequence and an MHC pseudo amino acid sequence, predict their binding affinity value. This is MHC class II binding data. The peptide sequence is GKLITDWCCRSCTLPPLR. The MHC is DRB3_0101 with pseudo-sequence DRB3_0101. The binding affinity (normalized) is 0.0791.